Dataset: Catalyst prediction with 721,799 reactions and 888 catalyst types from USPTO. Task: Predict which catalyst facilitates the given reaction. Reactant: [C:1]([O:5][C:6]([N:8]1[CH2:12][C@@H:11]([F:13])[CH2:10][C@H:9]1[C:14]([OH:16])=O)=[O:7])([CH3:4])([CH3:3])[CH3:2].C([N:19](CC)CC)C.C(Cl)(=O)OCC.N. Product: [C:1]([O:5][C:6]([N:8]1[CH2:12][C@@H:11]([F:13])[CH2:10][C@H:9]1[C:14](=[O:16])[NH2:19])=[O:7])([CH3:4])([CH3:3])[CH3:2]. The catalyst class is: 253.